From a dataset of Forward reaction prediction with 1.9M reactions from USPTO patents (1976-2016). Predict the product of the given reaction. Given the reactants CO[C:3](=[O:12])[C:4]1[CH:9]=[C:8](Br)[C:7](Cl)=[N:6][CH:5]=1.[F:13][C:14]1[CH:19]=[CH:18][C:17](B(O)O)=[CH:16][CH:15]=1.[NH2:23][C@@H:24]1[CH2:29][CH2:28][CH2:27][CH2:26][C@H:25]1[OH:30].[CH3:31][O:32][CH2:33][CH2:34][OH:35], predict the reaction product. The product is: [F:13][C:14]1[CH:19]=[CH:18][C:17]([C:8]2[C:7]([O:35][CH2:34][CH2:33][O:32][CH3:31])=[N:6][CH:5]=[C:4]([CH:9]=2)[C:3]([NH:23][C@@H:24]2[CH2:29][CH2:28][CH2:27][CH2:26][C@H:25]2[OH:30])=[O:12])=[CH:16][CH:15]=1.